This data is from Reaction yield outcomes from USPTO patents with 853,638 reactions. The task is: Predict the reaction yield, written as a fraction of the theoretical maximum amount of product (1.0 means a 100% yield; for example, 0.34 means a 34% yield). (1) The catalyst is CC(C)=O. The reactants are Cl.[NH2:2][C:3]1[CH:35]=[CH:34][C:6]2[NH:7][C:8]([C:13]3[C:14](=[O:33])[C:15]([CH2:25][CH2:26][CH2:27][CH2:28][C:29]([CH3:32])([CH3:31])[CH3:30])([CH3:24])[C:16]4[C:21]([C:22]=3[OH:23])=[CH:20][CH:19]=[CH:18][CH:17]=4)=[N:9][S:10](=[O:12])(=[O:11])[C:5]=2[CH:4]=1.[S:36](Cl)([CH3:39])(=[O:38])=[O:37].N1C=CC=CC=1. The yield is 0.750. The product is [CH3:32][C:29]([CH3:30])([CH3:31])[CH2:28][CH2:27][CH2:26][CH2:25][C:15]1([CH3:24])[C:16]2[C:21](=[CH:20][CH:19]=[CH:18][CH:17]=2)[C:22]([OH:23])=[C:13]([C:8]2[NH:7][C:6]3[CH:34]=[CH:35][C:3]([NH:2][S:36]([CH3:39])(=[O:38])=[O:37])=[CH:4][C:5]=3[S:10](=[O:12])(=[O:11])[N:9]=2)[C:14]1=[O:33]. (2) The reactants are C[O:2][C:3]1[CH:8]=[CH:7][C:6]([C:9]2[CH:18]=[C:17]3[C:12]([CH:13]=[CH:14][CH:15]=[N:16]3)=[CH:11][N:10]=2)=[CH:5][CH:4]=1.C1(S)C=CC=CC=1.C(=O)([O-])[O-].[K+].[K+]. The catalyst is CN1CCCC1=O. The product is [N:16]1[C:17]2[C:12](=[CH:11][N:10]=[C:9]([C:6]3[CH:7]=[CH:8][C:3]([OH:2])=[CH:4][CH:5]=3)[CH:18]=2)[CH:13]=[CH:14][CH:15]=1. The yield is 0.710. (3) The reactants are C([O:5][C:6](=[O:54])[C@@H:7]([NH:13][C:14](=[O:53])[CH2:15][CH2:16][CH:17]([C:46]([O:48][C:49]([CH3:52])([CH3:51])[CH3:50])=[O:47])[NH:18][C:19](=[O:45])[CH2:20][CH2:21][CH2:22][CH2:23][CH2:24][CH2:25][CH2:26][CH2:27][CH2:28][CH2:29][CH2:30][CH2:31][CH2:32][CH2:33][CH2:34][CH2:35][CH2:36][CH2:37][C:38]([O:40][C:41]([CH3:44])([CH3:43])[CH3:42])=[O:39])[CH2:8][CH2:9][C:10]([OH:12])=[O:11])(C)(C)C.[B-](F)(F)(F)F.CN(C(O[N:68]1[C:73](=[O:74])[CH2:72][CH2:71][C:69]1=[O:70])=[N+](C)C)C.CCN([CH:81]([CH3:83])[CH3:82])C(C)C.[C:84](#N)C. No catalyst specified. The product is [O:70]=[C:69]1[CH2:71][CH2:72][C:73](=[O:74])[N:68]1[O:5][C:6](=[O:54])[C@@H:7]([NH:13][C:14](=[O:53])[CH2:15][CH2:16][CH:17]([C:46]([O:48][C:49]([CH3:52])([CH3:51])[CH3:50])=[O:47])[NH:18][C:19](=[O:45])[CH2:20][CH2:21][CH2:22][CH2:23][CH2:24][CH2:25][CH2:26][CH2:27][CH2:28][CH2:29][CH2:30][CH2:31][CH2:32][CH2:33][CH2:34][CH2:35][CH2:36][CH2:37][C:38]([O:40][C:41]([CH3:42])([CH3:43])[CH3:44])=[O:39])[CH2:8][CH2:9][C:10]([O:12][C:81]([CH3:83])([CH3:84])[CH3:82])=[O:11]. The yield is 0.540. (4) The reactants are [S:1]([O-])([O-])=O.[Na+].[Na+].C([O-])(O)=O.[Na+].C([NH:15][C:16]1[CH:21]=[CH:20][C:19]([S:22](Cl)(=[O:24])=[O:23])=[CH:18][C:17]=1[N+:26]([O-:28])=[O:27])(=O)C.[OH-].[Na+].Cl.COC([C:36]1[S:37][C:38]([N+]([O-])=O)=[C:39](Br)[CH:40]=1)=O.C[O-].[Na+].CO.C[CH2:51][O:52][C:53]([CH3:55])=[O:54]. The catalyst is O.CN(C=O)C.C(O)(=O)C.C(O)C. The product is [CH3:51][O:52][C:53]([C:55]1[S:1][C:36]([S:37][CH3:38])=[C:40]([S:22]([C:19]2[CH:20]=[CH:21][C:16]([NH2:15])=[C:17]([N+:26]([O-:28])=[O:27])[CH:18]=2)(=[O:23])=[O:24])[CH:39]=1)=[O:54]. The yield is 0.280. (5) The reactants are [Cl:1][C:2]1[C:3]([C:11]2[CH:12]=[CH:13][C:14]([NH2:17])=[N:15][CH:16]=2)=[CH:4][C:5]2[O:9][CH:8]=[N:7][C:6]=2[CH:10]=1.[Cl:18][C:19]1[CH:27]=[CH:26][CH:25]=[CH:24][C:20]=1[C:21](Cl)=[O:22].CCN(C(C)C)C(C)C.C([O-])(O)=O.[Na+].C(Cl)Cl. The catalyst is CN(C1C=CN=CC=1)C.C(Cl)Cl. The product is [Cl:1][C:2]1[C:3]([C:11]2[CH:12]=[CH:13][C:14]([NH:17][C:21]([C:20]3[CH:24]=[CH:25][CH:26]=[CH:27][C:19]=3[Cl:18])=[O:22])=[N:15][CH:16]=2)=[CH:4][C:5]2[O:9][CH:8]=[N:7][C:6]=2[CH:10]=1. The yield is 0.490.